The task is: Predict the product of the given reaction.. This data is from Forward reaction prediction with 1.9M reactions from USPTO patents (1976-2016). (1) Given the reactants [Li+].[BH4-].[CH3:3][C:4]([Si:7]([CH3:31])([CH3:30])[O:8][CH2:9][CH2:10][CH2:11][C:12]1([C:25](OCC)=[O:26])[CH2:17][CH2:16][N:15]([C:18]([O:20][C:21]([CH3:24])([CH3:23])[CH3:22])=[O:19])[CH2:14][CH2:13]1)([CH3:6])[CH3:5], predict the reaction product. The product is: [CH3:6][C:4]([Si:7]([CH3:30])([CH3:31])[O:8][CH2:9][CH2:10][CH2:11][C:12]1([CH2:25][OH:26])[CH2:13][CH2:14][N:15]([C:18]([O:20][C:21]([CH3:23])([CH3:22])[CH3:24])=[O:19])[CH2:16][CH2:17]1)([CH3:3])[CH3:5]. (2) The product is: [Br:1][C:2]1[C:3]([OH:21])=[C:4]([C:17]([OH:19])=[O:18])[C:5]2[N:6]=[CH:7][C:8]([C:12]3[S:13][CH:14]=[CH:15][CH:16]=3)=[N:9][C:10]=2[CH:11]=1. Given the reactants [Br:1][C:2]1[C:3]([O:21]C)=[C:4]([C:17]([O:19]C)=[O:18])[C:5]2[N:6]=[CH:7][C:8]([C:12]3[S:13][CH:14]=[CH:15][CH:16]=3)=[N:9][C:10]=2[CH:11]=1.B(Br)(Br)Br, predict the reaction product. (3) Given the reactants [C:1]1([C:7]2[NH:8][C:9]3[C:14]([CH:15]=2)=[CH:13][CH:12]=[CH:11][CH:10]=3)[CH:6]=[CH:5][CH:4]=[CH:3][CH:2]=1.[Br:16]N1C(=O)CCC1=O, predict the reaction product. The product is: [Br:16][C:15]1[C:14]2[C:9](=[CH:10][CH:11]=[CH:12][CH:13]=2)[NH:8][C:7]=1[C:1]1[CH:6]=[CH:5][CH:4]=[CH:3][CH:2]=1. (4) Given the reactants C([NH:5][S:6]([C:9]1[C:10]([O:39][CH3:40])=[N:11][CH:12]=[C:13]([C:15]2[N:20]=[C:19]([N:21]3[CH2:29][C:28]4[C:23](=[N:24][CH:25]=[CH:26][CH:27]=4)[CH2:22]3)[C:18]3=[C:30]([C:33]4[CH:38]=[CH:37][CH:36]=[CH:35][CH:34]=4)[CH:31]=[CH:32][N:17]3[N:16]=2)[CH:14]=1)(=[O:8])=[O:7])(C)(C)C.C(O)(C(F)(F)F)=O, predict the reaction product. The product is: [CH3:40][O:39][C:10]1[C:9]([S:6]([NH2:5])(=[O:8])=[O:7])=[CH:14][C:13]([C:15]2[N:20]=[C:19]([N:21]3[CH2:29][C:28]4[C:23](=[N:24][CH:25]=[CH:26][CH:27]=4)[CH2:22]3)[C:18]3=[C:30]([C:33]4[CH:38]=[CH:37][CH:36]=[CH:35][CH:34]=4)[CH:31]=[CH:32][N:17]3[N:16]=2)=[CH:12][N:11]=1. (5) Given the reactants [C:1]([C:3](=[CH:9][C:10]1[CH:15]=[CH:14][C:13]([NH:16][C:17]2[N:18]=[C:19]3[C:25]([C:26](=[O:31])[C:27]([CH3:30])([CH3:29])[CH3:28])=[CH:24][N:23](COCC[Si](C)(C)C)[C:20]3=[N:21][CH:22]=2)=[CH:12][CH:11]=1)[C:4]([NH:6][CH2:7][CH3:8])=[O:5])#[N:2].C(O)(C(F)(F)F)=O, predict the reaction product. The product is: [C:1]([C:3](=[CH:9][C:10]1[CH:11]=[CH:12][C:13]([NH:16][C:17]2[N:18]=[C:19]3[C:25]([C:26](=[O:31])[C:27]([CH3:30])([CH3:29])[CH3:28])=[CH:24][NH:23][C:20]3=[N:21][CH:22]=2)=[CH:14][CH:15]=1)[C:4]([NH:6][CH2:7][CH3:8])=[O:5])#[N:2].